From a dataset of Peptide-MHC class II binding affinity with 134,281 pairs from IEDB. Regression. Given a peptide amino acid sequence and an MHC pseudo amino acid sequence, predict their binding affinity value. This is MHC class II binding data. (1) The peptide sequence is CIPSLEAAVKQAYAA. The MHC is HLA-DQA10501-DQB10301 with pseudo-sequence HLA-DQA10501-DQB10301. The binding affinity (normalized) is 0.452. (2) The peptide sequence is AAEQLWVTVYYGVPVWK. The MHC is HLA-DQA10301-DQB10302 with pseudo-sequence HLA-DQA10301-DQB10302. The binding affinity (normalized) is 0.0795.